Dataset: Catalyst prediction with 721,799 reactions and 888 catalyst types from USPTO. Task: Predict which catalyst facilitates the given reaction. (1) Product: [Cl:1][C:2]1[CH:7]=[CH:6][CH:5]=[CH:4][C:3]=1[CH2:8][O:9][C:13]1[N:14]=[C:15]([OH:29])[C:16]2[CH:22]=[CH:21][N:20]=[C:19]([C:23]3[N:24]=[CH:25][N:26]([CH3:28])[CH:27]=3)[C:17]=2[N:18]=1. Reactant: [Cl:1][C:2]1[CH:7]=[CH:6][CH:5]=[CH:4][C:3]=1[CH2:8][OH:9].[H-].[Na+].Cl[C:13]1[N:14]=[C:15]([OH:29])[C:16]2[CH:22]=[CH:21][N:20]=[C:19]([C:23]3[N:24]=[CH:25][N:26]([CH3:28])[CH:27]=3)[C:17]=2[N:18]=1. The catalyst class is: 44. (2) Reactant: [CH3:1][O:2][C:3]([C:5]1[C:6]2[CH:7](O)[C:8]([CH3:24])([CH3:23])[CH:9]([C:16]3[CH:21]=[CH:20][CH:19]=[C:18]([Br:22])[CH:17]=3)[NH:10][C:11]=2[C:12]([Cl:15])=[CH:13][CH:14]=1)=[O:4].C([SiH](CC)CC)C. Product: [CH3:1][O:2][C:3]([C:5]1[C:6]2[CH2:7][C:8]([CH3:24])([CH3:23])[CH:9]([C:16]3[CH:21]=[CH:20][CH:19]=[C:18]([Br:22])[CH:17]=3)[NH:10][C:11]=2[C:12]([Cl:15])=[CH:13][CH:14]=1)=[O:4]. The catalyst class is: 55. (3) Reactant: COP([CH2:7][C:8](=[O:29])[CH2:9][CH2:10][CH2:11][CH2:12][C:13]1[CH:18]=[CH:17][CH:16]=[C:15]([NH:19][CH2:20][C:21]2[CH:26]=[CH:25][C:24]([O:27][CH3:28])=[CH:23][CH:22]=2)[N:14]=1)(=O)OC.[CH3:30][C:31]1[N:36]=[CH:35][C:34]([CH:37]=O)=[CH:33][N:32]=1.[OH-].[Na+]. Product: [CH3:28][O:27][C:24]1[CH:23]=[CH:22][C:21]([CH2:20][NH:19][C:15]2[N:14]=[C:13]([CH2:12][CH2:11][CH2:10][CH2:9][C:8](=[O:29])[CH:7]=[CH:37][C:34]3[CH:33]=[N:32][C:31]([CH3:30])=[N:36][CH:35]=3)[CH:18]=[CH:17][CH:16]=2)=[CH:26][CH:25]=1. The catalyst class is: 1. (4) Reactant: C(OC([NH:8][C@@H:9]([CH2:13][C:14]1[CH:15]=[N:16][CH:17]=[CH:18][CH:19]=1)[C:10]([OH:12])=O)=O)(C)(C)C.[ClH:20].[CH3:21][NH:22][CH3:23].CCN(C(C)C)C(C)C.CN(C(ON1N=NC2C=CC=CC1=2)=[N+](C)C)C.[B-](F)(F)(F)F. Product: [ClH:20].[NH2:8][C@@H:9]([CH2:13][C:14]1[CH:15]=[N:16][CH:17]=[CH:18][CH:19]=1)[C:10]([N:22]([CH3:23])[CH3:21])=[O:12]. The catalyst class is: 3. (5) Reactant: [CH3:1][C:2]1[CH:10]=[CH:9][C:5]([C:6](Cl)=[O:7])=[CH:4][N:3]=1.[NH2:11][C:12]1[C:13]([CH3:34])=[C:14]([CH:30]=[C:31]([Cl:33])[CH:32]=1)[CH2:15][N:16]1[CH2:21][CH2:20][N:19]([C:22]([O:24][C:25]([CH3:28])([CH3:27])[CH3:26])=[O:23])[C@@H:18]([CH3:29])[CH2:17]1. Product: [C:25]([O:24][C:22]([N:19]1[CH2:20][CH2:21][N:16]([CH2:15][C:14]2[CH:30]=[C:31]([Cl:33])[CH:32]=[C:12]([NH:11][C:6](=[O:7])[C:5]3[CH:9]=[CH:10][C:2]([CH3:1])=[N:3][CH:4]=3)[C:13]=2[CH3:34])[CH2:17][C@@H:18]1[CH3:29])=[O:23])([CH3:28])([CH3:27])[CH3:26]. The catalyst class is: 17. (6) Reactant: [C:1]([C:3]1[CH:4]=[C:5]2[C:9](=[CH:10][CH:11]=1)[NH:8][CH:7]=[CH:6]2)#[N:2].[H-].[Na+].[CH2:14](Cl)[C:15]1[CH:20]=[CH:19][CH:18]=[CH:17][CH:16]=1.O. Product: [CH2:14]([N:8]1[C:9]2[C:5](=[CH:4][C:3]([C:1]#[N:2])=[CH:11][CH:10]=2)[CH:6]=[CH:7]1)[C:15]1[CH:20]=[CH:19][CH:18]=[CH:17][CH:16]=1. The catalyst class is: 9. (7) Reactant: [C:1]([O:9][CH:10]([C:18]([F:21])([F:20])[F:19])[C:11]([F:17])([F:16])[S:12]([O-:15])(=[O:14])=[O:13])(=[O:8])[C:2]1[CH:7]=[CH:6][CH:5]=[CH:4][CH:3]=1.[C:22]1([S+:28]([C:35]2[CH:40]=[CH:39][CH:38]=[CH:37][CH:36]=2)[C:29]2[CH:34]=[CH:33][CH:32]=[CH:31][CH:30]=2)[CH:27]=[CH:26][CH:25]=[CH:24][CH:23]=1.[OH-].[Na+].Cl. Product: [C:1]([O:9][CH:10]([C:18]([F:20])([F:21])[F:19])[C:11]([F:16])([F:17])[S:12]([O-:15])(=[O:14])=[O:13])(=[O:8])[C:2]1[CH:3]=[CH:4][CH:5]=[CH:6][CH:7]=1.[C:35]1([S+:28]([C:22]2[CH:23]=[CH:24][CH:25]=[CH:26][CH:27]=2)[C:29]2[CH:34]=[CH:33][CH:32]=[CH:31][CH:30]=2)[CH:36]=[CH:37][CH:38]=[CH:39][CH:40]=1.[OH:9][CH:10]([C:18]([F:21])([F:19])[F:20])[C:11]([F:16])([F:17])[S:12]([O-:15])(=[O:14])=[O:13].[C:35]1([S+:28]([C:22]2[CH:23]=[CH:24][CH:25]=[CH:26][CH:27]=2)[C:29]2[CH:34]=[CH:33][CH:32]=[CH:31][CH:30]=2)[CH:36]=[CH:37][CH:38]=[CH:39][CH:40]=1. The catalyst class is: 5. (8) Reactant: [Br:1][C:2]1[CH:10]=[C:9]2[C:5]([C:6]([C:11]([OH:13])=[O:12])=[CH:7][NH:8]2)=[CH:4][CH:3]=1.[H-].[Na+].Br[CH2:17][C:18]#[N:19].Cl. Product: [Br:1][C:2]1[CH:10]=[C:9]2[C:5]([C:6]([C:11]([OH:13])=[O:12])=[CH:7][N:8]2[CH2:17][C:18]#[N:19])=[CH:4][CH:3]=1. The catalyst class is: 35. (9) The catalyst class is: 4. Product: [Cl:4][C:2]1[CH:22]=[CH:21][N:20]=[C:19]2[CH:18]=[CH:17][S:16][C:3]=12. Reactant: Cl[CH:2]([Cl:4])[CH3:3].CN(C)C=O.C(Cl)(=O)C(Cl)=O.[S:16]1C2C(=O)[CH:22]=[CH:21][NH:20][C:19]=2[CH:18]=[CH:17]1. (10) Reactant: [CH2:1]([N:3]([CH2:11][C:12]1[N:13]=[C:14]2[S:21][C:20]([CH3:22])=[C:19]([CH2:23][CH2:24][CH2:25][OH:26])[N:15]2[C:16](=[O:18])[CH:17]=1)[C:4]1[CH:9]=[CH:8][C:7]([F:10])=[CH:6][CH:5]=1)[CH3:2].[H-].[Na+].I[CH3:30]. Product: [CH2:1]([N:3]([CH2:11][C:12]1[N:13]=[C:14]2[S:21][C:20]([CH3:22])=[C:19]([CH2:23][CH2:24][CH2:25][O:26][CH3:30])[N:15]2[C:16](=[O:18])[CH:17]=1)[C:4]1[CH:5]=[CH:6][C:7]([F:10])=[CH:8][CH:9]=1)[CH3:2]. The catalyst class is: 7.